From a dataset of Reaction yield outcomes from USPTO patents with 853,638 reactions. Predict the reaction yield, written as a fraction of the theoretical maximum amount of product (1.0 means a 100% yield; for example, 0.34 means a 34% yield). The reactants are [NH2:1][C:2]1[CH:10]=[CH:9][CH:8]=[C:7]2[C:3]=1[CH2:4][N:5]([CH:12]1[CH2:17][CH2:16][C:15](=[O:18])[NH:14][C:13]1=[O:19])[C:6]2=[O:11].[CH:20](=O)[C:21]1[CH:26]=[CH:25][CH:24]=[CH:23][CH:22]=1.[BH4-].[Na+]. The catalyst is CO.C(O)(=O)C. The product is [O:11]=[C:6]1[C:7]2[C:3](=[C:2]([NH:1][CH2:20][C:21]3[CH:26]=[CH:25][CH:24]=[CH:23][CH:22]=3)[CH:10]=[CH:9][CH:8]=2)[CH2:4][N:5]1[CH:12]1[CH2:17][CH2:16][C:15](=[O:18])[NH:14][C:13]1=[O:19]. The yield is 0.600.